Dataset: Catalyst prediction with 721,799 reactions and 888 catalyst types from USPTO. Task: Predict which catalyst facilitates the given reaction. (1) Reactant: Br[C:2]1[C:19]([CH:20]=[O:21])=[CH:18][CH:17]=[CH:16][C:3]=1[O:4][CH2:5][CH2:6][CH2:7][NH:8][C:9](=[O:15])[O:10][C:11]([CH3:14])([CH3:13])[CH3:12].[B:22]1([B:22]2[O:26][C:25]([CH3:28])([CH3:27])[C:24]([CH3:30])([CH3:29])[O:23]2)[O:26][C:25]([CH3:28])([CH3:27])[C:24]([CH3:30])([CH3:29])[O:23]1.CC([O-])=O.[K+].N#N. Product: [CH:20]([C:19]1[C:2]([B:22]2[O:26][C:25]([CH3:28])([CH3:27])[C:24]([CH3:30])([CH3:29])[O:23]2)=[C:3]([CH:16]=[CH:17][CH:18]=1)[O:4][CH2:5][CH2:6][CH2:7][NH:8][C:9](=[O:15])[O:10][C:11]([CH3:14])([CH3:13])[CH3:12])=[O:21]. The catalyst class is: 800. (2) Reactant: [Br:1][C:2]1[CH:10]=[CH:9][C:5]([CH2:6][C:7]#[N:8])=[CH:4][CH:3]=1.C[Si]([N-][Si](C)(C)C)(C)C.[Li+].[CH2:21]([O:23][CH:24]([O:27][CH2:28][CH3:29])[CH2:25]Br)[CH3:22]. Product: [Br:1][C:2]1[CH:10]=[CH:9][C:5]([CH:6]([C:7]#[N:8])[CH2:25][CH:24]([O:27][CH2:28][CH3:29])[O:23][CH2:21][CH3:22])=[CH:4][CH:3]=1. The catalyst class is: 7. (3) Product: [CH2:1]([C:3]1[C:4]([C:12]2[CH:13]=[CH:14][C:15]([OH:18])=[CH:16][CH:17]=2)=[CH:5][N:6]2[C:11]=1[CH:10]=[CH:9][CH:8]=[CH:7]2)[CH3:2]. The catalyst class is: 15. Reactant: [CH2:1]([C:3]1[C:4]([C:12]2[CH:17]=[CH:16][C:15]([O:18]C)=[CH:14][CH:13]=2)=[CH:5][N:6]2[C:11]=1[CH:10]=[CH:9][CH:8]=[CH:7]2)[CH3:2].Br. (4) Reactant: [CH3:1][CH:2]([S:4]([NH:7][C@@H:8]1[CH2:12][CH2:11][CH2:10][C@@H:9]1[C:13]1[CH:18]=[CH:17][CH:16]=[CH:15][CH:14]=1)(=[O:6])=[O:5])[CH3:3].[N+:19]([O-])([O-:21])=[O:20].[Na+]. Product: [CH3:3][CH:2]([S:4]([NH:7][C@@H:8]1[CH2:12][CH2:11][CH2:10][C@@H:9]1[C:13]1[CH:18]=[CH:17][C:16]([N+:19]([O-:21])=[O:20])=[CH:15][CH:14]=1)(=[O:6])=[O:5])[CH3:1]. The catalyst class is: 55. (5) Reactant: [C:9](O[C:9]([O:11][C:12]([CH3:15])([CH3:14])[CH3:13])=[O:10])([O:11][C:12]([CH3:15])([CH3:14])[CH3:13])=[O:10].[NH2:16][C:17]1[S:18][CH:19]=[CH:20][C:21]=1[C:22]#[N:23].C(N(CC)CC)C.O. Product: [C:22]([C:21]1[CH:20]=[CH:19][S:18][C:17]=1[NH:16][C:9](=[O:10])[O:11][C:12]([CH3:13])([CH3:14])[CH3:15])#[N:23]. The catalyst class is: 4. (6) Reactant: [NH2:1][C:2]1[CH:7]=[N:6][C:5]([C:8]2[CH:13]=[CH:12][C:11]([OH:14])=[CH:10][CH:9]=2)=[CH:4][N:3]=1.Cl[C:16]([O:18][C:19]1[CH:24]=[CH:23][CH:22]=[CH:21][CH:20]=1)=[O:17].O. Product: [OH:14][C:11]1[CH:12]=[CH:13][C:8]([C:5]2[N:6]=[CH:7][C:2]([NH:1][C:16](=[O:17])[O:18][C:19]3[CH:24]=[CH:23][CH:22]=[CH:21][CH:20]=3)=[N:3][CH:4]=2)=[CH:9][CH:10]=1. The catalyst class is: 17. (7) Reactant: Br[C:2]1[CH:7]=[CH:6][C:5]([C@@H:8]([NH:11][C:12]([C@H:14]2[CH2:16][C@@H:15]2[C:17]2[S:18][CH:19]=[CH:20][CH:21]=2)=[O:13])[CH2:9][OH:10])=[CH:4][CH:3]=1.[O-]P([O-])([O-])=O.[K+].[K+].[K+].B(O)(O)[C:31]1[CH:32]=[CH:33][C:34]([CH3:37])=[CH:35][CH:36]=1.N#N.[OH-].[Na+]. Product: [OH:10][CH2:9][C@H:8]([NH:11][C:12]([C@H:14]1[CH2:16][C@@H:15]1[C:17]1[S:18][CH:19]=[CH:20][CH:21]=1)=[O:13])[C:5]1[CH:6]=[CH:7][C:2]([C:31]2[CH:36]=[CH:35][C:34]([CH3:37])=[CH:33][CH:32]=2)=[CH:3][CH:4]=1. The catalyst class is: 108. (8) Reactant: [F:1][C:2]1[CH:7]=[C:6]([F:8])[CH:5]=[CH:4][C:3]=1[S:9](Cl)(=[O:11])=[O:10].[CH3:13][N:14]1[CH2:19][CH2:18][CH:17]([C:20]2[C:28]3[C:23](=[CH:24][CH:25]=[C:26]([OH:29])[CH:27]=3)[NH:22][CH:21]=2)[CH2:16][CH2:15]1.[OH-].[Na+]. Product: [CH3:13][N:14]1[CH2:19][CH2:18][CH:17]([C:20]2[C:28]3[C:23](=[CH:24][CH:25]=[C:26]([O:29][S:9]([C:3]4[CH:4]=[CH:5][C:6]([F:8])=[CH:7][C:2]=4[F:1])(=[O:11])=[O:10])[CH:27]=3)[NH:22][CH:21]=2)[CH2:16][CH2:15]1. The catalyst class is: 1.